Dataset: Catalyst prediction with 721,799 reactions and 888 catalyst types from USPTO. Task: Predict which catalyst facilitates the given reaction. (1) Reactant: C[O:2][C:3]1[CH:8]=[C:7]([CH2:9][NH2:10])[CH:6]=[CH:5][N:4]=1. Product: [NH2:10][CH2:9][C:7]1[CH:6]=[CH:5][NH:4][C:3](=[O:2])[CH:8]=1. The catalyst class is: 33. (2) Reactant: [CH3:1][C:2]1[CH:3]=[C:4]([OH:17])[CH:5]=[CH:6][C:7]=1B1OC(C)(C)C(C)(C)O1.[CH3:18][O:19][C:20](=[O:29])[C:21]1[CH:26]=[CH:25][C:24](Br)=[CH:23][C:22]=1[CH3:28].N#N.C([O-])([O-])=O.[Na+].[Na+].Cl. Product: [CH3:18][O:19][C:20]([C:21]1[CH:26]=[CH:25][C:24]([C:7]2[CH:6]=[CH:5][C:4]([OH:17])=[CH:3][C:2]=2[CH3:1])=[CH:23][C:22]=1[CH3:28])=[O:29]. The catalyst class is: 77. (3) Reactant: [CH:1]1([C:4]2[C:5]([N:25]([CH2:30][CH2:31][CH2:32][C:33]([NH:35][NH:36]C(OC(C)(C)C)=O)=[O:34])[S:26]([CH3:29])(=[O:28])=[O:27])=[CH:6][C:7]3[O:11][C:10]([C:12]4[CH:17]=[CH:16][C:15]([F:18])=[CH:14][CH:13]=4)=[C:9]([C:19]4[NH:20][CH:21]=[CH:22][N:23]=4)[C:8]=3[CH:24]=2)[CH2:3][CH2:2]1.FC(F)(F)C(O)=O. Product: [CH:1]1([C:4]2[C:5]([N:25]([CH2:30][CH2:31][CH2:32][C:33]([NH:35][NH2:36])=[O:34])[S:26]([CH3:29])(=[O:28])=[O:27])=[CH:6][C:7]3[O:11][C:10]([C:12]4[CH:17]=[CH:16][C:15]([F:18])=[CH:14][CH:13]=4)=[C:9]([C:19]4[NH:20][CH:21]=[CH:22][N:23]=4)[C:8]=3[CH:24]=2)[CH2:3][CH2:2]1. The catalyst class is: 2.